Dataset: Catalyst prediction with 721,799 reactions and 888 catalyst types from USPTO. Task: Predict which catalyst facilitates the given reaction. (1) Reactant: [C:1]([N:4]1[CH2:7][C:6]2([CH2:16][C:15](=[O:17])[C:14]3[C:9](=[CH:10][CH:11]=[C:12](/[CH:18]=[CH:19]/[C:20]([NH:22][O:23]C4CCCCO4)=[O:21])[CH:13]=3)[O:8]2)[CH2:5]1)(=[O:3])[CH3:2].Cl. Product: [C:1]([N:4]1[CH2:7][C:6]2([CH2:16][C:15](=[O:17])[C:14]3[C:9](=[CH:10][CH:11]=[C:12](/[CH:18]=[CH:19]/[C:20]([NH:22][OH:23])=[O:21])[CH:13]=3)[O:8]2)[CH2:5]1)(=[O:3])[CH3:2]. The catalyst class is: 135. (2) Reactant: Br[C:2]1[CH:7]=[CH:6][C:5]([C:8]2[CH:13]=[CH:12][C:11]([Br:14])=[CH:10][CH:9]=2)=[CH:4][CH:3]=1.[CH3:15][CH:16]1[NH:20][CH:19]=[CH:18][NH:17]1.C(=O)([O-])[O-].[Cs+].[Cs+]. Product: [Br:14][C:11]1[CH:12]=[CH:13][C:8]([C:5]2[CH:6]=[CH:7][C:2]([N:17]3[CH:18]=[CH:19][N:20]=[C:16]3[CH3:15])=[CH:3][CH:4]=2)=[CH:9][CH:10]=1. The catalyst class is: 31. (3) Reactant: C([O:8][C@H:9]1[C@H:15]([O:16]CC2C=CC=CC=2)[C@@H:14]([O:24]CC2C=CC=CC=2)[C@:13]2([C:33]3[CH:38]=[CH:37][C:36]([Cl:39])=[C:35]([CH2:40][C:41]4[CH:46]=[CH:45][C:44]([O:47][CH2:48][CH:49]([F:51])[F:50])=[CH:43][CH:42]=4)[CH:34]=3)[O:32][C@@:10]1([CH2:52][OH:53])[CH2:11][O:12]2)C1C=CC=CC=1.ClC1C=CC=CC=1Cl. Product: [Cl:39][C:36]1[CH:37]=[CH:38][C:33]([C@@:13]23[O:32][C@@:10]([CH2:52][OH:53])([CH2:11][O:12]2)[C@@H:9]([OH:8])[C@H:15]([OH:16])[C@H:14]3[OH:24])=[CH:34][C:35]=1[CH2:40][C:41]1[CH:46]=[CH:45][C:44]([O:47][CH2:48][CH:49]([F:51])[F:50])=[CH:43][CH:42]=1. The catalyst class is: 45. (4) Reactant: [O:1]=[C:2]1[C:10]2[C:5](=[CH:6][C:7]([C:11]([O:13]C)=[O:12])=[CH:8][CH:9]=2)[CH2:4][NH:3]1.C1COCC1.O.[OH-].[Li+].Cl. Product: [O:1]=[C:2]1[C:10]2[C:5](=[CH:6][C:7]([C:11]([OH:13])=[O:12])=[CH:8][CH:9]=2)[CH2:4][NH:3]1. The catalyst class is: 6.